From a dataset of NCI-60 drug combinations with 297,098 pairs across 59 cell lines. Regression. Given two drug SMILES strings and cell line genomic features, predict the synergy score measuring deviation from expected non-interaction effect. (1) Drug 1: C1=CC(=CC=C1C#N)C(C2=CC=C(C=C2)C#N)N3C=NC=N3. Drug 2: C1C(C(OC1N2C=C(C(=O)NC2=O)F)CO)O. Cell line: NCI-H460. Synergy scores: CSS=31.5, Synergy_ZIP=-2.77, Synergy_Bliss=-3.74, Synergy_Loewe=-44.0, Synergy_HSA=-7.03. (2) Drug 1: CC12CCC(CC1=CCC3C2CCC4(C3CC=C4C5=CN=CC=C5)C)O. Cell line: OVCAR-5. Synergy scores: CSS=5.12, Synergy_ZIP=-2.13, Synergy_Bliss=1.46, Synergy_Loewe=1.63, Synergy_HSA=1.74. Drug 2: C1CC(=O)NC(=O)C1N2CC3=C(C2=O)C=CC=C3N.